This data is from Forward reaction prediction with 1.9M reactions from USPTO patents (1976-2016). The task is: Predict the product of the given reaction. (1) Given the reactants [F:1][C:2]1[CH:8]=[CH:7][C:5]([NH2:6])=[CH:4][C:3]=1[N+:9]([O-:11])=[O:10].C1COCC1.ClCCCl.N1C=CC=CC=1.Cl.[CH3:28][N:29]([CH3:34])[CH2:30][C:31](Cl)=[O:32], predict the reaction product. The product is: [F:1][C:2]1[CH:8]=[CH:7][C:5]([NH:6][C:31](=[O:32])[CH2:30][N:29]([CH3:34])[CH3:28])=[CH:4][C:3]=1[N+:9]([O-:11])=[O:10]. (2) Given the reactants [OH-].[Na+].C(O)C.[C:6]([C:9]1[CH:14]=[CH:13][CH:12]=[CH:11][N:10]=1)(=[O:8])[CH3:7].[CH:15](=O)[C:16]1[CH:21]=[CH:20][CH:19]=[CH:18][CH:17]=1, predict the reaction product. The product is: [CH:19]1[CH:20]=[CH:21][C:16](/[CH:15]=[CH:7]/[C:6]([C:9]2[N:10]=[CH:11][CH:12]=[CH:13][CH:14]=2)=[O:8])=[CH:17][CH:18]=1. (3) Given the reactants O1CCCC1.BrCCBr.[Cl:10][C:11]([Cl:17])(Cl)[C:12]([O:14][CH3:15])=[O:13].Cl[Si:19]([CH3:22])([CH3:21])[CH3:20], predict the reaction product. The product is: [Cl:10][C:11]([Cl:17])=[C:12]([O:14][CH3:15])[O:13][Si:19]([CH3:22])([CH3:21])[CH3:20]. (4) Given the reactants [CH2:1]([Li])CCC.[CH2:6]1[O:18][C:9]2([CH2:14][CH2:13][CH:12]([C:15](=O)[CH3:16])[CH2:11][CH2:10]2)[O:8][CH2:7]1, predict the reaction product. The product is: [CH2:6]1[O:18][C:9]2([CH2:14][CH2:13][CH:12]([C:15]([CH3:1])=[CH2:16])[CH2:11][CH2:10]2)[O:8][CH2:7]1.